This data is from Forward reaction prediction with 1.9M reactions from USPTO patents (1976-2016). The task is: Predict the product of the given reaction. (1) Given the reactants [Cl:1][C:2]1[CH:3]=[C:4]([C:8]2[N:13]=[C:12]([NH:14][C:15]3[O:16][C:17]([CH2:20][C:21]([O:23]C)=O)=[CH:18][N:19]=3)[CH:11]=[C:10]([CH2:25][CH3:26])[N:9]=2)[CH:5]=[CH:6][CH:7]=1.[Cl-].[NH4+:28].N, predict the reaction product. The product is: [Cl:1][C:2]1[CH:3]=[C:4]([C:8]2[N:13]=[C:12]([N:14]=[C:15]3[NH:19][CH:18]=[C:17]([CH2:20][C:21]([NH2:28])=[O:23])[O:16]3)[CH:11]=[C:10]([CH2:25][CH3:26])[N:9]=2)[CH:5]=[CH:6][CH:7]=1. (2) Given the reactants [CH2:1]1[C@@H:5]([CH2:6][CH2:7][CH2:8][CH2:9][C:10]([OH:12])=[O:11])[S:4][S:3][CH2:2]1.[BH4-].[Na+].Cl, predict the reaction product. The product is: [CH2:7]([CH2:6][C@@H:5]([SH:4])[CH2:1][CH2:2][SH:3])[CH2:8][CH2:9][C:10]([OH:12])=[O:11]. (3) Given the reactants [CH2:1]([C@@H:8]1[CH2:13][N:12]([CH2:14][C:15]2[CH:20]=[CH:19][CH:18]=[CH:17][CH:16]=2)[CH2:11][CH2:10][N:9]1[C:21]([C:23]1[N:24]=[CH:25][N:26]([C@H:34]2[CH2:39][CH2:38][CH2:37][CH2:36][C@@H:35]2[NH2:40])[C:27]=1[C:28]1[CH:33]=[CH:32][CH:31]=[CH:30][CH:29]=1)=[O:22])[C:2]1[CH:7]=[CH:6][CH:5]=[CH:4][CH:3]=1.C(N(CC)CC)C.Cl[C:49]([O:51][CH2:52][CH3:53])=[O:50], predict the reaction product. The product is: [CH2:1]([C@@H:8]1[CH2:13][N:12]([CH2:14][C:15]2[CH:20]=[CH:19][CH:18]=[CH:17][CH:16]=2)[CH2:11][CH2:10][N:9]1[C:21]([C:23]1[N:24]=[CH:25][N:26]([C@H:34]2[CH2:39][CH2:38][CH2:37][CH2:36][C@@H:35]2[NH:40][C:49](=[O:50])[O:51][CH2:52][CH3:53])[C:27]=1[C:28]1[CH:33]=[CH:32][CH:31]=[CH:30][CH:29]=1)=[O:22])[C:2]1[CH:3]=[CH:4][CH:5]=[CH:6][CH:7]=1. (4) Given the reactants C([SiH](CC)CC)C.FC(F)(F)C(O)=O.[Cl:15][C:16]1[CH:21]=[C:20]([CH:22](O)[C:23]2[C:24]([C:38]3[CH:43]=[CH:42][CH:41]=[CH:40][CH:39]=3)=[N:25][N:26]3[C:31]([Si](C)(C)C)=[C:30]([O:36][CH3:37])[CH:29]=[CH:28][C:27]=23)[N:19]=[C:18]([C:45]([O:47][CH3:48])=[O:46])[CH:17]=1.C(=O)(O)[O-].[Na+], predict the reaction product. The product is: [Cl:15][C:16]1[CH:21]=[C:20]([CH2:22][C:23]2[C:24]([C:38]3[CH:43]=[CH:42][CH:41]=[CH:40][CH:39]=3)=[N:25][N:26]3[CH:31]=[C:30]([O:36][CH3:37])[CH:29]=[CH:28][C:27]=23)[N:19]=[C:18]([C:45]([O:47][CH3:48])=[O:46])[CH:17]=1. (5) Given the reactants [CH:1]([NH:3][NH:4][C:5](=O)[C:6]([CH3:32])([CH3:31])[CH2:7][C:8]1[S:9][C:10]([C:13]2[CH:18]=[C:17]([NH:19][C:20]3[N:25]=[C:24]([C:26]([F:29])([F:28])[F:27])[CH:23]=[CH:22][N:21]=3)[CH:16]=[C:15]([CH3:30])[CH:14]=2)=[CH:11][N:12]=1)=[O:2].CC[N+](S(N=C(OC)[O-])(=O)=O)(CC)CC, predict the reaction product. The product is: [CH3:30][C:15]1[CH:16]=[C:17]([NH:19][C:20]2[N:25]=[C:24]([C:26]([F:27])([F:29])[F:28])[CH:23]=[CH:22][N:21]=2)[CH:18]=[C:13]([C:10]2[S:9][C:8]([CH2:7][C:6]([CH3:31])([C:5]3[O:2][CH:1]=[N:3][N:4]=3)[CH3:32])=[N:12][CH:11]=2)[CH:14]=1. (6) Given the reactants [Cl:1][C:2]1[CH:7]=[CH:6][C:5]([CH2:8][CH2:9][N:10]([CH2:21][C:22]2[CH:27]=[CH:26][C:25]([CH:28]3[CH2:31][CH2:30][CH2:29]3)=[CH:24][CH:23]=2)[C:11]([C:13]2[C:18]([NH2:19])=[CH:17][CH:16]=[C:15]([CH3:20])[N:14]=2)=[O:12])=[CH:4][CH:3]=1.[CH2:32]=O.[BH4-].[Na+], predict the reaction product. The product is: [Cl:1][C:2]1[CH:3]=[CH:4][C:5]([CH2:8][CH2:9][N:10]([CH2:21][C:22]2[CH:23]=[CH:24][C:25]([CH:28]3[CH2:31][CH2:30][CH2:29]3)=[CH:26][CH:27]=2)[C:11]([C:13]2[C:18]([NH:19][CH3:32])=[CH:17][CH:16]=[C:15]([CH3:20])[N:14]=2)=[O:12])=[CH:6][CH:7]=1.